From a dataset of hERG Central: cardiac toxicity at 1µM, 10µM, and general inhibition. Predict hERG channel inhibition at various concentrations. The drug is Clc1ccc(C(c2nnnn2C2CCCC2)N2CCN(Cc3ccncc3)CC2)cc1. Results: hERG_inhib (hERG inhibition (general)): blocker.